This data is from Full USPTO retrosynthesis dataset with 1.9M reactions from patents (1976-2016). The task is: Predict the reactants needed to synthesize the given product. (1) Given the product [CH3:24][C:12]1([NH:11][CH2:9][C:28]2[C:29]([CH3:34])=[N:30][CH:31]=[CH:32][CH:33]=2)[CH2:13][CH2:14][N:15]([CH2:18][C:19]([O:21][CH2:22][CH3:23])=[O:20])[CH2:16][CH2:17]1, predict the reactants needed to synthesize it. The reactants are: C(O[C:9]([NH:11][C:12]1([CH3:24])[CH2:17][CH2:16][N:15]([CH2:18][C:19]([O:21][CH2:22][CH3:23])=[O:20])[CH2:14][CH2:13]1)=O)C1C=CC=CC=1.Cl.ClC[C:28]1[C:29]([CH3:34])=[N:30][CH:31]=[CH:32][CH:33]=1. (2) Given the product [CH2:11]([O:10][P:9]([CH2:14][C:15]1[CH:20]=[CH:19][C:18]([NH2:21])=[C:17]([CH3:24])[CH:16]=1)(=[O:13])[O:8][CH2:6][CH3:7])[CH3:12], predict the reactants needed to synthesize it. The reactants are: Cl.C(O)(C)C.[CH2:6]([O:8][P:9]([CH2:14][C:15]1[CH:20]=[CH:19][C:18]([N+:21]([O-])=O)=[C:17]([CH3:24])[CH:16]=1)(=[O:13])[O:10][CH2:11][CH3:12])[CH3:7].